From a dataset of Peptide-MHC class I binding affinity with 185,985 pairs from IEDB/IMGT. Regression. Given a peptide amino acid sequence and an MHC pseudo amino acid sequence, predict their binding affinity value. This is MHC class I binding data. (1) The peptide sequence is KMARLGKGY. The MHC is HLA-B08:02 with pseudo-sequence HLA-B08:02. The binding affinity (normalized) is 0.0847. (2) The peptide sequence is QRALFMHF. The MHC is HLA-B27:05 with pseudo-sequence HLA-B27:05. The binding affinity (normalized) is 0.534.